This data is from Forward reaction prediction with 1.9M reactions from USPTO patents (1976-2016). The task is: Predict the product of the given reaction. Given the reactants Br[C:2]1[CH:7]=[CH:6][C:5]([S:8]([NH:11][CH:12]2[CH2:15][CH2:14][CH2:13]2)(=[O:10])=[O:9])=[CH:4][C:3]=1[F:16].[C:17]([C:19]1[N:23]([CH3:24])[C:22](B(O)O)=[CH:21][CH:20]=1)#[N:18].[F-].[K+].C(P(C(C)(C)C)C(C)(C)C)(C)(C)C, predict the reaction product. The product is: [C:17]([C:19]1[N:23]([CH3:24])[C:22]([C:2]2[CH:7]=[CH:6][C:5]([S:8]([NH:11][CH:12]3[CH2:15][CH2:14][CH2:13]3)(=[O:10])=[O:9])=[CH:4][C:3]=2[F:16])=[CH:21][CH:20]=1)#[N:18].